This data is from Full USPTO retrosynthesis dataset with 1.9M reactions from patents (1976-2016). The task is: Predict the reactants needed to synthesize the given product. Given the product [C:19]1([C:39]2[CH:44]=[CH:43][C:42]([C:45]3[N:49]=[C:48]([C@@H:50]4[CH2:54][CH2:53][CH2:52][N:51]4[C:55](=[O:66])[C@@H:56]([NH:60][C:61]4[S:62][CH:63]=[CH:64][N:65]=4)[CH:57]([CH3:59])[CH3:58])[NH:47][CH:46]=3)=[CH:41][CH:40]=2)[CH:20]=[CH:21][C:16]([C:13]2[N:12]=[C:11]([C@@H:7]3[CH2:8][CH2:9][CH2:10][N:6]3[C:4](=[O:5])[C@@H:3]([NH:31][C:32]3[S:33][CH:34]=[CH:35][N:36]=3)[CH:2]([CH3:37])[CH3:1])[NH:15][CH:14]=2)=[CH:17][CH:18]=1, predict the reactants needed to synthesize it. The reactants are: [CH3:1][CH:2]([CH3:37])[C@H:3]([NH:31][C:32]1[S:33][CH:34]=[CH:35][N:36]=1)[C:4]([N:6]1[CH2:10][CH2:9][CH2:8][C@H:7]1[C:11]1[NH:12][C:13]([C:16]2[CH:21]=[CH:20][C:19](B3OC(C)(C)C(C)(C)O3)=[CH:18][CH:17]=2)=[CH:14][N:15]=1)=[O:5].Br[C:39]1[CH:44]=[CH:43][C:42]([C:45]2[NH:49][C:48]([C@@H:50]3[CH2:54][CH2:53][CH2:52][N:51]3[C:55](=[O:66])[C@@H:56]([NH:60][C:61]3[S:62][CH:63]=[CH:64][N:65]=3)[CH:57]([CH3:59])[CH3:58])=[N:47][CH:46]=2)=[CH:41][CH:40]=1.C([O-])(O)=O.[Na+].